From a dataset of Full USPTO retrosynthesis dataset with 1.9M reactions from patents (1976-2016). Predict the reactants needed to synthesize the given product. (1) Given the product [C:13]([O:17][C:18]([N:20]1[CH2:25][CH2:24][CH:23]([C:26]2[C:35]3[C:30](=[CH:31][C:32]([O:12][C@@H:11]4[CH2:7][CH2:8][N:9]([C:2](=[O:5])[CH3:1])[CH2:10]4)=[CH:33][CH:34]=3)[N:29]=[CH:28][N:27]=2)[CH2:22][CH2:21]1)=[O:19])([CH3:16])([CH3:15])[CH3:14], predict the reactants needed to synthesize it. The reactants are: [CH3:1][C:2]([O-:5])(C)C.[K+].[CH2:7]1[C@@H:11]([OH:12])[CH2:10][NH:9][CH2:8]1.[C:13]([O:17][C:18]([N:20]1[CH2:25][CH2:24][CH:23]([C:26]2[C:35]3[C:30](=[CH:31][C:32](F)=[CH:33][CH:34]=3)[N:29]=[CH:28][N:27]=2)[CH2:22][CH2:21]1)=[O:19])([CH3:16])([CH3:15])[CH3:14]. (2) Given the product [C:6]([N:9]=[C:19]([N:12]1[CH2:13][CH2:14][N:9]([C:6]2[C:7]([CH2:8][CH3:3])=[N:12][CH:11]=[CH:10][N:5]=2)[CH2:10][CH:11]1[CH:15]([CH3:16])[CH3:17])[NH:18][C:21]1[CH:30]=[CH:29][CH:28]=[C:27]2[C:22]=1[CH:23]=[CH:24][CH:25]=[N:26]2)#[N:5], predict the reactants needed to synthesize it. The reactants are: C([C:3]1N=[N:5][C:6]([N:9]2[CH2:14][CH2:13][NH:12][CH:11]([CH:15]([CH3:17])[CH3:16])[CH2:10]2)=[CH:7][CH:8]=1)C.[N:18]([C:21]1[CH:30]=[CH:29][CH:28]=[C:27]2[C:22]=1[CH:23]=[CH:24][CH:25]=[N:26]2)=[C:19]=S. (3) Given the product [F:1][C:2]1[CH:7]=[C:6]([S:8][CH3:9])[CH:5]=[C:4]([F:10])[C:3]=1[C:11]1[N:16]=[C:15]([C:17]([OH:19])=[O:18])[CH:14]=[CH:13][C:12]=1[F:20], predict the reactants needed to synthesize it. The reactants are: [F:1][C:2]1[CH:7]=[C:6]([S:8][CH3:9])[CH:5]=[C:4]([F:10])[C:3]=1[C:11]1[N:16]=[C:15]([C:17]([O-:19])=[O:18])[CH:14]=[CH:13][C:12]=1[F:20].[Li+].[OH-]. (4) Given the product [CH3:12][O:13][C:14]1[O:18][C:17](=[O:19])[N:16]([C:20]2[CH:25]=[CH:24][C:23]([NH:26][C:9](=[O:10])[CH2:8][C:5]3[CH:6]=[CH:7][C:2]([Cl:1])=[CH:3][CH:4]=3)=[CH:22][CH:21]=2)[N:15]=1, predict the reactants needed to synthesize it. The reactants are: [Cl:1][C:2]1[CH:7]=[CH:6][C:5]([CH2:8][C:9](Cl)=[O:10])=[CH:4][CH:3]=1.[CH3:12][O:13][C:14]1[O:18][C:17](=[O:19])[N:16]([C:20]2[CH:25]=[CH:24][C:23]([NH2:26])=[CH:22][CH:21]=2)[N:15]=1.C(Cl)Cl. (5) The reactants are: Br[C:2]1[CH:3]=[CH:4][C:5](=[O:8])[NH:6][CH:7]=1.[F:9][C:10]1[CH:15]=[CH:14][CH:13]=[CH:12][C:11]=1B(O)O.C(=O)([O-])[O-].[Na+].[Na+].[Cl-].[Li+]. Given the product [F:9][C:10]1[CH:15]=[CH:14][CH:13]=[CH:12][C:11]=1[C:2]1[CH:3]=[CH:4][C:5](=[O:8])[NH:6][CH:7]=1, predict the reactants needed to synthesize it. (6) The reactants are: [CH:1]([C:4]1[N:20]=[C:7]2[CH:8]=[C:9]([NH:12]C(=O)OC(C)(C)C)[CH:10]=[CH:11][N:6]2[N:5]=1)([CH3:3])[CH3:2].Cl. Given the product [CH:1]([C:4]1[N:20]=[C:7]2[CH:8]=[C:9]([NH2:12])[CH:10]=[CH:11][N:6]2[N:5]=1)([CH3:3])[CH3:2], predict the reactants needed to synthesize it. (7) Given the product [CH3:49][O:48][C:45]([C:21]1([CH2:17][CH2:16][CH2:15][CH2:14][CH2:13][CH2:12][CH2:11][CH2:10][CH2:9][CH2:8][CH2:7][CH2:6][C:5]2([C:28](=[O:32])[NH:44][CH:41]3[CH2:43][CH2:42]3)[CH2:4][CH2:24]2)[CH2:22][CH2:23]1)=[O:47], predict the reactants needed to synthesize it. The reactants are: COC(=O)[CH:4]([CH:24]1CC1)[CH2:5][CH2:6][CH2:7][CH2:8][CH2:9][CH2:10][CH2:11][CH2:12][CH2:13][CH2:14][CH2:15][CH2:16][CH:17]([CH:21]1[CH2:23][CH2:22]1)C(O)=O.[C:28](Cl)(=[O:32])C(Cl)=O.C(N(CC)CC)C.[CH:41]1([NH2:44])[CH2:43][CH2:42]1.[C:45]([O:48][CH2:49]C)(=[O:47])C. (8) Given the product [CH3:35][S:32]([O:1][CH2:2][CH2:3][P:4]([CH2:6][CH2:7][O:8][S:32]([CH3:35])(=[O:34])=[O:33])([N:9]([CH3:28])[CH2:10][CH2:11][CH2:12][N:13]([CH3:27])[C:14](=[O:26])[CH2:15][CH2:16][CH2:17][S:18][S:19][C:20]1[CH:25]=[CH:24][CH:23]=[CH:22][N:21]=1)=[O:5])(=[O:34])=[O:33], predict the reactants needed to synthesize it. The reactants are: [OH:1][CH2:2][CH2:3][P:4]([N:9]([CH3:28])[CH2:10][CH2:11][CH2:12][N:13]([CH3:27])[C:14](=[O:26])[CH2:15][CH2:16][CH2:17][S:18][S:19][C:20]1[CH:25]=[CH:24][CH:23]=[CH:22][N:21]=1)([CH2:6][CH2:7][OH:8])=[O:5].C(Cl)Cl.[S:32](Cl)([CH3:35])(=[O:34])=[O:33]. (9) Given the product [OH:27][C:24]1[CH:23]=[CH:22][C:21]([C:15]2([CH3:20])[C:16](=[O:17])[N:9]([C:6]3[CH:7]=[CH:8][C:3]([C:1]#[N:2])=[C:4]([O:12][CH3:13])[CH:5]=3)[C:10](=[O:11])[NH:14]2)=[CH:26][CH:25]=1, predict the reactants needed to synthesize it. The reactants are: [C:1]([C:3]1[CH:8]=[CH:7][C:6]([N:9]=[C:10]=[O:11])=[CH:5][C:4]=1[O:12][CH3:13])#[N:2].[NH2:14][C:15]([C:21]1[CH:26]=[CH:25][C:24]([OH:27])=[CH:23][CH:22]=1)([CH3:20])[C:16](OC)=[O:17].